Dataset: Full USPTO retrosynthesis dataset with 1.9M reactions from patents (1976-2016). Task: Predict the reactants needed to synthesize the given product. (1) Given the product [CH3:26][Si:24]([CH3:27])([CH3:25])[CH2:23][CH2:22][O:21][CH2:20][N:19]1[C:18]2[CH:28]=[CH:29][CH:30]=[CH:31][C:17]=2[N:16]=[C:15]1[C:13]1[O:14][C:10]2[CH:9]=[C:8]([C:41]3[CH:42]=[C:43]([NH2:47])[CH:44]=[N:45][CH:46]=3)[CH:33]=[CH:32][C:11]=2[N:12]=1, predict the reactants needed to synthesize it. The reactants are: B(O)(O)B(O)O.Br[C:8]1[CH:33]=[CH:32][C:11]2[N:12]=[C:13]([C:15]3[N:19]([CH2:20][O:21][CH2:22][CH2:23][Si:24]([CH3:27])([CH3:26])[CH3:25])[C:18]4[CH:28]=[CH:29][CH:30]=[CH:31][C:17]=4[N:16]=3)[O:14][C:10]=2[CH:9]=1.C(=O)([O-])[O-].[K+].[K+].Br[C:41]1[CH:42]=[C:43]([NH2:47])[CH:44]=[N:45][CH:46]=1. (2) Given the product [CH3:12][N:11]1[C:10](=[O:13])[C:9]2[C:4](=[CH:5][CH:6]=[CH:7][CH:8]=2)[N:3]=[C:2]1[CH:1]=[CH:14][C:15]1[CH:20]=[CH:19][CH:18]=[CH:17][CH:16]=1, predict the reactants needed to synthesize it. The reactants are: [CH3:1][C:2]1[N:11]([CH3:12])[C:10](=[O:13])[C:9]2[C:4](=[CH:5][CH:6]=[CH:7][CH:8]=2)[N:3]=1.[CH:14](=O)[C:15]1[CH:20]=[CH:19][CH:18]=[CH:17][CH:16]=1.N1CCCCC1. (3) Given the product [NH2:27][CH2:26][C@@H:23]1[C@H:20]2[O:21][CH2:22][C@H:18]([N:8]([CH2:1][C:2]3[CH:3]=[CH:4][CH:5]=[CH:6][CH:7]=3)[C:9]([NH:11][CH:12]3[CH2:13][CH2:14][CH2:15][CH2:16][CH2:17]3)=[O:10])[C@H:19]2[O:25][CH2:24]1.[NH2:27][CH2:26][C@@H:23]1[C@H:20]2[O:21][CH2:22][C@H:18]([NH:8][C:9]([NH:11][CH:12]3[CH2:17][CH2:16][CH2:15][CH2:14][CH2:13]3)=[O:10])[C@H:19]2[O:25][CH2:24]1, predict the reactants needed to synthesize it. The reactants are: [CH2:1]([N:8]([C@H:18]1[CH2:22][O:21][C@@H:20]2[C@@H:23]([C:26]#[N:27])[CH2:24][O:25][C@H:19]12)[C:9]([NH:11][CH:12]1[CH2:17][CH2:16][CH2:15][CH2:14][CH2:13]1)=[O:10])[C:2]1[CH:7]=[CH:6][CH:5]=[CH:4][CH:3]=1.Cl.[H][H]. (4) Given the product [S:1]1[CH:5]=[CH:4][CH:3]=[C:2]1[S:6]([N:9]1[CH2:14][CH2:13][N:12]([C:15]2[CH:20]=[CH:19][C:18]([C:21]([OH:27])([CH3:26])[C:22]([F:25])([F:24])[F:23])=[CH:17][CH:16]=2)[C@@H:11]([CH2:28][N:29]2[CH:30]3[CH2:37][CH:36]([OH:38])[CH2:35][CH:34]2[CH2:33][O:32][CH2:31]3)[CH2:10]1)(=[O:7])=[O:8], predict the reactants needed to synthesize it. The reactants are: [S:1]1[CH:5]=[CH:4][CH:3]=[C:2]1[S:6]([N:9]1[CH2:14][CH2:13][N:12]([C:15]2[CH:20]=[CH:19][C:18]([C:21]([OH:27])([CH3:26])[C:22]([F:25])([F:24])[F:23])=[CH:17][CH:16]=2)[C@@H:11]([CH2:28][N:29]2[CH:34]3[CH2:35][C:36](=[O:38])[CH2:37][CH:30]2[CH2:31][O:32][CH2:33]3)[CH2:10]1)(=[O:8])=[O:7].C1COCC1.[BH4-].[Na+]. (5) Given the product [CH3:1][O:2][C:3]([CH:4]1[CH:5]([CH3:6])[O:7][CH:10]([CH2:12][OH:11])[CH2:9][N:8]1[S:13][C:14]1[CH:19]=[CH:18][C:17]([O:20][CH2:21][C:22]2[CH:27]=[CH:26][C:25]([F:28])=[CH:24][CH:23]=2)=[CH:16][CH:15]=1)=[O:29], predict the reactants needed to synthesize it. The reactants are: [CH3:1][O:2][C:3](=[O:29])[CH:4]([N:8]([S:13][C:14]1[CH:19]=[CH:18][C:17]([O:20][CH2:21][C:22]2[CH:27]=[CH:26][C:25]([F:28])=[CH:24][CH:23]=2)=[CH:16][CH:15]=1)[CH2:9][CH:10]1[CH2:12][O:11]1)[CH:5]([OH:7])[CH3:6].O.C1(C)C=CC(S(O)(=O)=O)=CC=1.C(=O)(O)[O-].[Na+]. (6) Given the product [C:63]([NH:15][CH2:18][CH2:19][O:20][CH2:21][CH2:22][O:23][CH2:24][CH2:25][O:26][CH2:27][CH2:28][O:29][CH2:30][CH2:31][O:32][CH2:33][CH2:34][O:35][C:4]1[CH:3]=[C:2]([C:1]([OH:13])=[O:12])[CH:11]=[CH:10][C:5]=1[C:6]([OH:8])=[O:7])([O:65][CH2:66][CH:68]1[C:50]2[C:49](=[CH:54][CH:53]=[CH:52][CH:51]=2)[C:11]2[C:2]1=[CH:3][CH:4]=[CH:5][CH:10]=2)=[O:64], predict the reactants needed to synthesize it. The reactants are: [C:1]([O:13]C)(=[O:12])[C:2]1[CH:11]=[CH:10][C:5]([C:6]([O:8]C)=[O:7])=[CH:4][CH:3]=1.[N:15]([CH2:18][CH2:19][O:20][CH2:21][CH2:22][O:23][CH2:24][CH2:25][O:26][CH2:27][CH2:28][O:29][CH2:30][CH2:31][O:32][CH2:33][CH2:34][OH:35])=[N+]=[N-].[C:49]1(P([C:49]2[CH:54]=[CH:53][CH:52]=[CH:51][CH:50]=2)[C:49]2[CH:54]=[CH:53][CH:52]=[CH:51][CH:50]=2)[CH:54]=[CH:53][CH:52]=[CH:51][CH:50]=1.[CH3:68][CH:66]([O:65][C:63](/N=N/[C:63]([O:65][CH:66]([CH3:68])C)=[O:64])=[O:64])C.